From a dataset of Peptide-MHC class I binding affinity with 185,985 pairs from IEDB/IMGT. Regression. Given a peptide amino acid sequence and an MHC pseudo amino acid sequence, predict their binding affinity value. This is MHC class I binding data. (1) The peptide sequence is YYHTLDESF. The MHC is HLA-A30:02 with pseudo-sequence HLA-A30:02. The binding affinity (normalized) is 0. (2) The peptide sequence is HPEIVIYQY. The MHC is HLA-B58:01 with pseudo-sequence HLA-B58:01. The binding affinity (normalized) is 0. (3) The peptide sequence is ILPDKIDGL. The MHC is HLA-A02:06 with pseudo-sequence HLA-A02:06. The binding affinity (normalized) is 0.652.